This data is from Catalyst prediction with 721,799 reactions and 888 catalyst types from USPTO. The task is: Predict which catalyst facilitates the given reaction. (1) Reactant: Cl.[NH2:2][C@@H:3]1[CH2:5][C@H:4]1[C:6]1[CH:11]=[CH:10][C:9]([NH:12][C:13](=[O:24])[C:14]2[CH:19]=[CH:18][CH:17]=[C:16]([C:20]([F:23])([F:22])[F:21])[CH:15]=2)=[CH:8][CH:7]=1.[CH:25](=O)[C:26]1[CH:31]=[CH:30][CH:29]=[CH:28][CH:27]=1.C(=O)([O-])O.[Na+].[BH4-].[Na+]. Product: [CH2:25]([NH:2][C@@H:3]1[CH2:5][C@H:4]1[C:6]1[CH:7]=[CH:8][C:9]([NH:12][C:13](=[O:24])[C:14]2[CH:19]=[CH:18][CH:17]=[C:16]([C:20]([F:22])([F:23])[F:21])[CH:15]=2)=[CH:10][CH:11]=1)[C:26]1[CH:31]=[CH:30][CH:29]=[CH:28][CH:27]=1. The catalyst class is: 24. (2) Reactant: Br[C:2]1[CH:7]=[CH:6][C:5]([CH2:8][C:9]([O:11][CH2:12][CH3:13])=[O:10])=[CH:4][CH:3]=1.C(N(C(C)C)CC)(C)C.C1(P(C2C=CC=CC=2)C2[C:43]3[O:42]C4C(=CC=CC=4P(C4C=CC=CC=4)C4C=CC=CC=4)C(C)(C)[C:34]=3C=CC=2)C=CC=CC=1.C(O)C[SH:67]. Product: [CH2:12]([O:11][C:9]([CH2:8][C:5]1[CH:6]=[CH:7][C:2]([CH2:34][C:43]([OH:42])=[S:67])=[CH:3][CH:4]=1)=[O:10])[CH3:13]. The catalyst class is: 38. (3) Reactant: [Cl:1][C:2]1[CH:10]=[CH:9][C:8]2[NH:7][C:6]3[CH2:11][CH2:12][N:13]([CH3:16])[CH2:14][CH2:15][C:5]=3[C:4]=2[CH:3]=1.N1C2C(=CC=C3C=2N=CC=C3)C=CC=1.[O-]P([O-])([O-])=O.[K+].[K+].[K+].Br[C:40]#[C:41][C:42]1[CH:47]=[CH:46][C:45]([Cl:48])=[CH:44][CH:43]=1. Product: [Cl:1][C:2]1[CH:10]=[CH:9][C:8]2[N:7]([C:40]#[C:41][C:42]3[CH:47]=[CH:46][C:45]([Cl:48])=[CH:44][CH:43]=3)[C:6]3[CH2:11][CH2:12][N:13]([CH3:16])[CH2:14][CH2:15][C:5]=3[C:4]=2[CH:3]=1. The catalyst class is: 11. (4) Reactant: C([NH:8][C@H:9]([CH2:35][OH:36])[CH2:10][C:11]1[CH:12]=[CH:13][C:14]([O:27]CC2C=CC=CC=2)=[C:15]([NH:17][S:18]([C:21]2[CH:26]=[CH:25][CH:24]=[CH:23][CH:22]=2)(=[O:20])=[O:19])[CH:16]=1)C1C=CC=CC=1.[O:37]1[CH2:39][C@H:38]1[CH2:40][O:41][C:42]1[CH:50]=[CH:49][CH:48]=[C:47]2[C:43]=1[CH:44]=[CH:45][NH:46]2. Product: [OH:27][C:14]1[CH:13]=[CH:12][C:11]([CH2:10][C@H:9]([NH:8][CH2:39][C@H:38]([OH:37])[CH2:40][O:41][C:42]2[CH:50]=[CH:49][CH:48]=[C:47]3[C:43]=2[CH:44]=[CH:45][NH:46]3)[CH2:35][OH:36])=[CH:16][C:15]=1[NH:17][S:18]([C:21]1[CH:26]=[CH:25][CH:24]=[CH:23][CH:22]=1)(=[O:20])=[O:19]. The catalyst class is: 8. (5) Reactant: [CH:1](=O)[C:2]1[CH:7]=[CH:6][CH:5]=[CH:4][CH:3]=1.[N+:9]([CH3:12])([O-:11])=[O:10].[OH-].[Na+].Cl.O. Product: [N+:9]([CH:12]=[CH:1][C:2]1[CH:7]=[CH:6][CH:5]=[CH:4][CH:3]=1)([O-:11])=[O:10]. The catalyst class is: 5. (6) Reactant: [Cl:1][C:2]1[CH:3]=[C:4]2[C:9](=[CH:10][C:11]=1[O:12][C:13]1[CH:18]=[CH:17][C:16]([C:19](=[O:31])[NH:20][CH:21]3[CH2:24][CH:23]([C:25]4[CH:30]=[CH:29][CH:28]=[CH:27][CH:26]=4)[CH2:22]3)=[CH:15][CH:14]=1)[O:8][CH2:7][CH2:6][CH:5]2[C:32]([OH:34])=[O:33].C[O-].[Na+:37]. Product: [Cl:1][C:2]1[CH:3]=[C:4]2[C:9](=[CH:10][C:11]=1[O:12][C:13]1[CH:14]=[CH:15][C:16]([C:19](=[O:31])[NH:20][CH:21]3[CH2:22][CH:23]([C:25]4[CH:30]=[CH:29][CH:28]=[CH:27][CH:26]=4)[CH2:24]3)=[CH:17][CH:18]=1)[O:8][CH2:7][CH2:6][CH:5]2[C:32]([O-:34])=[O:33].[Na+:37]. The catalyst class is: 5. (7) Reactant: [NH2:1][C:2]1[CH:3]=[CH:4][C:5]([S:12](=[O:25])(=[O:24])[NH:13][C:14]2[CH:15]=[CH:16][C:17]3[CH2:21][O:20][B:19]([OH:22])[C:18]=3[CH:23]=2)=[C:6]([CH2:8][C:9]([OH:11])=O)[CH:7]=1.Cl.[NH:27]1[CH2:30][CH2:29][CH2:28]1.C1CN([P+](ON2N=NC3C=CC=CC2=3)(N2CCCC2)N2CCCC2)CC1.F[P-](F)(F)(F)(F)F.C(N(CC)CC)C. Product: [NH2:1][C:2]1[CH:3]=[CH:4][C:5]([S:12]([NH:13][C:14]2[CH:15]=[CH:16][C:17]3[CH2:21][O:20][B:19]([OH:22])[C:18]=3[CH:23]=2)(=[O:25])=[O:24])=[C:6]([CH2:8][C:9]([N:27]2[CH2:30][CH2:29][CH2:28]2)=[O:11])[CH:7]=1. The catalyst class is: 31.